This data is from Reaction yield outcomes from USPTO patents with 853,638 reactions. The task is: Predict the reaction yield, written as a fraction of the theoretical maximum amount of product (1.0 means a 100% yield; for example, 0.34 means a 34% yield). (1) The catalyst is C(=O)([O-])[O-].[Na+].[Na+].C1(C)C=CC=CC=1.[Cl-].[Na+].O.C1C=CC(/C=C/C(/C=C/C2C=CC=CC=2)=O)=CC=1.C1C=CC(/C=C/C(/C=C/C2C=CC=CC=2)=O)=CC=1.C1C=CC(/C=C/C(/C=C/C2C=CC=CC=2)=O)=CC=1.[Pd].[Pd]. The yield is 0.820. The reactants are [Si:1]([O:8][C:9]1[CH:14]=[C:13]([CH3:15])[C:12](B(O)O)=[C:11]([CH3:19])[CH:10]=1)([C:4]([CH3:7])([CH3:6])[CH3:5])([CH3:3])[CH3:2].Br[C:21]1[CH:22]=[C:23]([CH:28]=[CH:29][C:30]=1[O:31][CH:32]([CH3:34])[CH3:33])[C:24]([O:26][CH3:27])=[O:25].C1(P(C2CCCCC2)C2C=CC=CC=2C2C=CC=CC=2N(C)C)CCCCC1. The product is [Si:1]([O:8][C:9]1[CH:14]=[C:13]([CH3:15])[C:12]([C:29]2[C:30]([O:31][CH:32]([CH3:34])[CH3:33])=[CH:21][CH:22]=[C:23]([C:24]([O:26][CH3:27])=[O:25])[CH:28]=2)=[C:11]([CH3:19])[CH:10]=1)([C:4]([CH3:7])([CH3:6])[CH3:5])([CH3:3])[CH3:2]. (2) The reactants are CC(C)([O-])C.[K+].[C:7](=[O:12])(OC)[O:8][CH3:9].[NH2:13][C:14]1[CH:15]=[N:16][CH:17]=[CH:18][C:19]=1[CH3:20]. The catalyst is O1CCCC1. The product is [CH3:20][C:19]1[CH:18]=[CH:17][N:16]=[CH:15][C:14]=1[NH:13][C:7](=[O:12])[O:8][CH3:9]. The yield is 0.905. (3) The reactants are Br[C:2]1[CH:3]=[CH:4][C:5]([F:8])=[N:6][CH:7]=1.C([Sn](CCCC)(CCCC)[C:14]1[S:15][CH:16]=[CH:17][N:18]=1)CCC. The catalyst is CN(C=O)C.Cl[Pd](Cl)([P](C1C=CC=CC=1)(C1C=CC=CC=1)C1C=CC=CC=1)[P](C1C=CC=CC=1)(C1C=CC=CC=1)C1C=CC=CC=1. The product is [F:8][C:5]1[N:6]=[CH:7][C:2]([C:14]2[S:15][CH:16]=[CH:17][N:18]=2)=[CH:3][CH:4]=1. The yield is 0.800. (4) The reactants are [CH3:1][C:2]1[CH:7]=[CH:6][CH:5]=[CH:4][C:3]=1[C:8]([N:10]=[C:11]=[S:12])=[O:9].[Cl:13][C:14]1[CH:20]=[C:19]([O:21][C:22]2[C:31]3[C:26](=[CH:27][C:28]([O:34][CH3:35])=[C:29]([O:32][CH3:33])[CH:30]=3)[N:25]=[CH:24][CH:23]=2)[CH:18]=[CH:17][C:15]=1[NH2:16].C1(C)C=CC=CC=1. The catalyst is C(O)C. The product is [Cl:13][C:14]1[CH:20]=[C:19]([O:21][C:22]2[C:31]3[C:26](=[CH:27][C:28]([O:34][CH3:35])=[C:29]([O:32][CH3:33])[CH:30]=3)[N:25]=[CH:24][CH:23]=2)[CH:18]=[CH:17][C:15]=1[NH:16][C:11]([NH:10][C:8](=[O:9])[C:3]1[CH:4]=[CH:5][CH:6]=[CH:7][C:2]=1[CH3:1])=[S:12]. The yield is 0.520. (5) The reactants are Br[C:2]1[C:3]([CH3:21])=[CH:4][C:5]([CH:8]([O:13][Si:14]([C:17]([CH3:20])([CH3:19])[CH3:18])([CH3:16])[CH3:15])[C:9]([F:12])([F:11])[F:10])=[N:6][CH:7]=1.[B:22](OC(C)C)([O:27]C(C)C)[O:23]C(C)C. The catalyst is C1COCC1. The product is [Si:14]([O:13][CH:8]([C:5]1[N:6]=[CH:7][C:2]([B:22]([OH:27])[OH:23])=[C:3]([CH3:21])[CH:4]=1)[C:9]([F:12])([F:11])[F:10])([C:17]([CH3:20])([CH3:19])[CH3:18])([CH3:16])[CH3:15]. The yield is 0.370.